Predict which catalyst facilitates the given reaction. From a dataset of Catalyst prediction with 721,799 reactions and 888 catalyst types from USPTO. (1) The catalyst class is: 12. Reactant: [CH3:1][N:2]1[CH2:10][C@H:9]2[C@@H:4]([N:5](C(OC(C)(C)C)=O)[CH2:6][C:7](=[O:11])[NH:8]2)[CH2:3]1.[ClH:19]. Product: [ClH:19].[ClH:19].[CH3:1][N:2]1[CH2:3][C@H:4]2[C@@H:9]([NH:8][C:7](=[O:11])[CH2:6][NH:5]2)[CH2:10]1. (2) Reactant: [C:1]([C:3]1[CH:8]=[CH:7][C:6]([C@H:9]2[O:14][CH2:13][C@@H:12]3[CH2:15][N:16](C(OC(C)(C)C)=O)[CH2:17][CH2:18][N:11]3[CH2:10]2)=[CH:5][C:4]=1[O:26][CH3:27])#[N:2].[ClH:28]. Product: [ClH:28].[CH3:27][O:26][C:4]1[CH:5]=[C:6]([C@H:9]2[O:14][CH2:13][C@@H:12]3[CH2:15][NH:16][CH2:17][CH2:18][N:11]3[CH2:10]2)[CH:7]=[CH:8][C:3]=1[C:1]#[N:2]. The catalyst class is: 12. (3) Reactant: [CH2:1]([O:3][C:4]([C:6]1[C:7]([CH3:31])=[C:8]2[C:13](=[CH:14][C:15]=1[CH3:16])[N:12]=[C:11]([CH2:17][OH:18])[N:10]([C:19]1[CH:24]=[CH:23][CH:22]=[CH:21][C:20]=1[S:25](=[O:29])(=[O:28])[NH:26][CH3:27])[C:9]2=[O:30])=[O:5])[CH3:2].[CH2:32](OC(C1C(C)=C2C(=CC=1C)N=C(COCC1C=CC=CC=1)N(C1C=CC=CC=1S(=O)(=O)NC)C2=O)=O)[CH3:33].C(OCC)C. Product: [CH2:1]([O:3][C:4]([C:6]1[C:7]([CH3:31])=[C:8]2[C:13](=[CH:14][C:15]=1[CH3:16])[N:12]=[C:11]([CH2:17][OH:18])[N:10]([C:19]1[CH:24]=[CH:23][CH:22]=[CH:21][C:20]=1[S:25](=[O:29])(=[O:28])[NH:26][CH3:27])[C:9]2=[O:30])=[O:5])[CH2:2][CH2:32][CH3:33]. The catalyst class is: 123. (4) Reactant: [F:1][C:2]1[C:10]([O:11][C:12]2[C:21]3[C:16](=[CH:17][C:18]([OH:24])=[C:19]([O:22][CH3:23])[CH:20]=3)[N:15]=[CH:14][N:13]=2)=[CH:9][CH:8]=[C:7]2[C:3]=1[CH:4]=[C:5]([CH3:25])[NH:6]2.[C:26]([N:29]1[CH2:34][CH2:33][N:32]([CH2:35][CH2:36][CH2:37]O)[CH2:31][CH2:30]1)(=[O:28])[CH3:27].C1(P(C2C=CC=CC=2)C2C=CC=CC=2)C=CC=CC=1.N(C(OC(C)C)=O)=NC(OC(C)C)=O. Product: [C:26]([N:29]1[CH2:34][CH2:33][N:32]([CH2:35][CH2:36][CH2:37][O:24][C:18]2[CH:17]=[C:16]3[C:21]([C:12]([O:11][C:10]4[C:2]([F:1])=[C:3]5[C:7](=[CH:8][CH:9]=4)[NH:6][C:5]([CH3:25])=[CH:4]5)=[N:13][CH:14]=[N:15]3)=[CH:20][C:19]=2[O:22][CH3:23])[CH2:31][CH2:30]1)(=[O:28])[CH3:27]. The catalyst class is: 2. (5) Reactant: [CH3:1][N:2]1[CH:6]=[CH:5][CH:4]=[N:3]1.C([Li])CCC.[CH2:12]([O:19][C@@H:20]1[CH2:26][CH2:25][C@H:24]2[C@H:22]([O:23]2)[CH2:21]1)[C:13]1[CH:18]=[CH:17][CH:16]=[CH:15][CH:14]=1. Product: [CH2:12]([O:19][C@@H:20]1[CH2:26][CH2:25][C@H:24]([OH:23])[C@@H:22]([C:6]2[N:2]([CH3:1])[N:3]=[CH:4][CH:5]=2)[CH2:21]1)[C:13]1[CH:18]=[CH:17][CH:16]=[CH:15][CH:14]=1. The catalyst class is: 1. (6) Reactant: [OH:1][C:2]1[CH2:6][O:5][C:4](=[O:7])[C:3]=1[CH:8]([CH3:10])[CH3:9].N1C(C)=CC=CC=1C.[S:19](O[S:19]([C:22]([F:25])([F:24])[F:23])(=[O:21])=[O:20])([C:22]([F:25])([F:24])[F:23])(=[O:21])=[O:20]. Product: [F:23][C:22]([F:25])([F:24])[S:19]([O:1][C:2]1[CH2:6][O:5][C:4](=[O:7])[C:3]=1[CH:8]([CH3:10])[CH3:9])(=[O:21])=[O:20]. The catalyst class is: 2. (7) Reactant: [CH2:1]([N:8]([C:30]1[CH:31]=[CH:32][C:33]([OH:39])=[C:34]([CH:38]=1)[C:35]([OH:37])=[O:36])[C:9](=[O:29])[CH2:10][N:11]([CH2:22]C1C=CC=CC=1)[S:12]([C:15]1[CH:20]=[CH:19][C:18]([CH3:21])=[CH:17][CH:16]=1)(=[O:14])=[O:13])[C:2]1[CH:7]=[CH:6][CH:5]=[CH:4][CH:3]=1.[C:40](#N)[CH3:41]. Product: [CH:41]1([C:5]2[CH:4]=[CH:3][C:2]([CH2:1][N:8]([C:30]3[CH:31]=[CH:32][C:33]([OH:39])=[C:34]([CH:38]=3)[C:35]([OH:37])=[O:36])[C:9](=[O:29])[CH2:10][N:11]([CH3:22])[S:12]([C:15]3[CH:16]=[CH:17][C:18]([CH3:21])=[CH:19][CH:20]=3)(=[O:13])=[O:14])=[CH:7][CH:6]=2)[CH2:40][CH2:4][CH2:3][CH2:2][CH2:1]1. The catalyst class is: 6.